From a dataset of Reaction yield outcomes from USPTO patents with 853,638 reactions. Predict the reaction yield, written as a fraction of the theoretical maximum amount of product (1.0 means a 100% yield; for example, 0.34 means a 34% yield). (1) The reactants are COC1C=CC([CH:9]([C:11]2[CH:16]=[C:15]([O:17][CH3:18])[C:14]([O:19][CH3:20])=[C:13]([O:21][CH3:22])[CH:12]=2)[OH:10])=CC=1[N+]([O-])=O.COC1C=C(Br)C=C(OC)C=1OC.[Mg].[CH3:40][O:41][C:42]1[CH:43]=[C:44]([CH:47]=[CH:48][C:49]=1[N+:50]([O-:52])=[O:51])C=O. No catalyst specified. The product is [CH3:40][O:41][C:42]1[CH:43]=[C:44]([CH:9]([C:11]2[CH:12]=[C:13]([O:21][CH3:22])[C:14]([O:19][CH3:20])=[C:15]([O:17][CH3:18])[CH:16]=2)[OH:10])[CH:47]=[CH:48][C:49]=1[N+:50]([O-:52])=[O:51]. The yield is 0.600. (2) The reactants are [F:1][C:2]1[CH:10]=[C:9]([C:11]#[N:12])[CH:8]=[CH:7][C:3]=1[C:4]([OH:6])=O.[NH2:13][C:14]1[CH:19]=[CH:18][C:17]([Cl:20])=[CH:16][C:15]=1[C:21]([NH:23][C:24]1[CH:29]=[CH:28][C:27]([Cl:30])=[CH:26][N:25]=1)=[O:22].N1C=CC=CC=1. The catalyst is S(Cl)(Cl)=O.ClCCl. The product is [Cl:20][C:17]1[CH:18]=[CH:19][C:14]([NH:13][C:4]([C:3]2[CH:7]=[CH:8][C:9]([C:11]#[N:12])=[CH:10][C:2]=2[F:1])=[O:6])=[C:15]([C:21](=[O:22])[NH:23][C:24]2[CH:29]=[CH:28][C:27]([Cl:30])=[CH:26][N:25]=2)[CH:16]=1. The yield is 0.780. (3) The product is [CH3:14][S:15]([C:18]1[CH:23]=[CH:22][C:21]([C:24]2[N:25]=[CH:26][C:27]([O:30][CH2:31][CH:32]3[CH2:37][CH2:36][N:35]([C:11]([O:10][C:3]4[CH:4]=[CH:5][C:6]([N+:7]([O-:9])=[O:8])=[CH:1][CH:2]=4)=[O:12])[CH2:34][CH2:33]3)=[CH:28][CH:29]=2)=[CH:20][CH:19]=1)(=[O:16])=[O:17]. The yield is 0.670. The reactants are [CH:1]1[C:6]([N+:7]([O-:9])=[O:8])=[CH:5][CH:4]=[C:3]([O:10][C:11](Cl)=[O:12])[CH:2]=1.[CH3:14][S:15]([C:18]1[CH:23]=[CH:22][C:21]([C:24]2[CH:29]=[CH:28][C:27]([O:30][CH2:31][CH:32]3[CH2:37][CH2:36][NH:35][CH2:34][CH2:33]3)=[CH:26][N:25]=2)=[CH:20][CH:19]=1)(=[O:17])=[O:16].C(N(C(C)C)CC)(C)C. The catalyst is C(Cl)Cl. (4) The reactants are [NH2:1][C@@H:2]([C:6]([SH:9])([CH3:8])[CH3:7])[C:3]([OH:5])=[O:4].[OH-].[Na+].[C:12]([O:16][C:17](O[C:17]([O:16][C:12]([CH3:15])([CH3:14])[CH3:13])=[O:18])=[O:18])([CH3:15])([CH3:14])[CH3:13]. The catalyst is O1CCOCC1.O. The product is [C:12]([O:16][C:17]([NH:1][C@@H:2]([C:6]([SH:9])([CH3:8])[CH3:7])[C:3]([OH:5])=[O:4])=[O:18])([CH3:15])([CH3:14])[CH3:13]. The yield is 0.880. (5) The reactants are [NH2:1][C:2]1[N:7]=[CH:6][N:5]=[C:4]2[N:8]([CH2:26][C@H:27]3[CH2:31][CH2:30][CH2:29][N:28]3C(OC(C)(C)C)=O)[N:9]=[C:10]([C:11]3[CH:16]=[CH:15][C:14]([O:17][C:18]4[C:23]([F:24])=[CH:22][CH:21]=[CH:20][C:19]=4[F:25])=[CH:13][CH:12]=3)[C:3]=12.FC(F)(F)C(O)=O. The catalyst is ClCCl. The product is [F:25][C:19]1[CH:20]=[CH:21][CH:22]=[C:23]([F:24])[C:18]=1[O:17][C:14]1[CH:13]=[CH:12][C:11]([C:10]2[C:3]3[C:4](=[N:5][CH:6]=[N:7][C:2]=3[NH2:1])[N:8]([CH2:26][C@H:27]3[CH2:31][CH2:30][CH2:29][NH:28]3)[N:9]=2)=[CH:16][CH:15]=1. The yield is 0.880. (6) The reactants are [Br:1][C:2]1[CH:7]=[CH:6][C:5]([O:8][CH3:9])=[CH:4][C:3]=1[CH2:10]Br.[NH:12]([C:20]([O:22][C:23]([CH3:26])([CH3:25])[CH3:24])=[O:21])[C:13]([O:15][C:16]([CH3:19])([CH3:18])[CH3:17])=[O:14].[K]. The catalyst is CN(C)C=O. The product is [C:23]([O:22][C:20]([N:12]([CH2:10][C:3]1[CH:4]=[C:5]([O:8][CH3:9])[CH:6]=[CH:7][C:2]=1[Br:1])[C:13]([O:15][C:16]([CH3:19])([CH3:18])[CH3:17])=[O:14])=[O:21])([CH3:26])([CH3:25])[CH3:24]. The yield is 0.420.